From a dataset of Full USPTO retrosynthesis dataset with 1.9M reactions from patents (1976-2016). Predict the reactants needed to synthesize the given product. (1) Given the product [Cl:1][C:2]1[CH:3]=[CH:4][C:5]([C:8]([NH:11][C:12]2[CH:17]=[CH:16][CH:15]=[CH:14][CH:13]=2)=[O:10])=[N:6][CH:7]=1, predict the reactants needed to synthesize it. The reactants are: [Cl:1][C:2]1[CH:3]=[CH:4][C:5]([C:8]([OH:10])=O)=[N:6][CH:7]=1.[NH2:11][C:12]1[CH:17]=[CH:16][CH:15]=[CH:14][CH:13]=1.C(N(C(C)C)C(C)C)C.CN(C(ON1N=NC2C=CC=NC1=2)=[N+](C)C)C.F[P-](F)(F)(F)(F)F. (2) Given the product [CH2:31]([O:30][C:24]([C:25]1[CH:20]([C:19]2[CH:22]=[CH:23][C:16]([C:14]#[N:15])=[CH:17][CH:18]=2)[N:3]2[N:4]=[CH:5][N:6]=[C:2]2[NH:1][C:26]=1[CH3:28])=[O:29])[CH:32]=[CH2:33], predict the reactants needed to synthesize it. The reactants are: [NH2:1][C:2]1[N:6]=[CH:5][NH:4][N:3]=1.C(N(CC)CC)C.[C:14]([C:16]1[CH:23]=[CH:22][C:19]([CH:20]=O)=[CH:18][CH:17]=1)#[N:15].[C:24]([O:30][CH2:31][CH:32]=[CH2:33])(=[O:29])[CH2:25][C:26]([CH3:28])=O. (3) Given the product [Cl:34][C:30]1[CH:29]=[C:28]([NH:27][C:12]2[CH:11]=[C:10]([NH:35][CH2:36][CH2:37][OH:38])[N:15]3[N:16]=[CH:17][C:18]([CH:19]=[C:20]4[NH:24][C:23](=[O:25])[NH:22][C:21]4=[O:26])=[C:14]3[N:13]=2)[CH:33]=[CH:32][CH:31]=1, predict the reactants needed to synthesize it. The reactants are: C(S([C:10]1[N:15]2[N:16]=[CH:17][C:18]([CH:19]=[C:20]3[NH:24][C:23](=[O:25])[NH:22][C:21]3=[O:26])=[C:14]2[N:13]=[C:12]([NH:27][C:28]2[CH:33]=[CH:32][CH:31]=[C:30]([Cl:34])[CH:29]=2)[CH:11]=1)=O)C1C=CC=CC=1.[NH2:35][CH2:36][CH2:37][OH:38].O. (4) Given the product [Cl:29][C:30]1[CH:39]=[CH:38][C:33]([C:34]([CH:10]2[CH2:9][C@H:8]([C:4]3[CH:5]=[CH:6][CH:7]=[C:2]([F:1])[CH:3]=3)[N:12]([C:13]3[CH:14]=[CH:15][C:16]([O:19][C:20]([F:21])([F:22])[F:23])=[CH:17][CH:18]=3)[C:11]2=[O:24])=[O:35])=[CH:32][CH:31]=1, predict the reactants needed to synthesize it. The reactants are: [F:1][C:2]1[CH:3]=[C:4]([C@@H:8]2[N:12]([C:13]3[CH:18]=[CH:17][C:16]([O:19][C:20]([F:23])([F:22])[F:21])=[CH:15][CH:14]=3)[C:11](=[O:24])[CH2:10][CH2:9]2)[CH:5]=[CH:6][CH:7]=1.[H-].[Na+].CO.[Cl:29][C:30]1[CH:39]=[CH:38][C:33]([C:34](OC)=[O:35])=[CH:32][CH:31]=1.[NH4+].[Cl-]. (5) Given the product [OH:3][CH:2]1[CH2:8][O:7][C:5](=[O:6])[CH2:4]1.[OH:3][CH:2]([CH2:1][OH:9])[CH2:4][C:5]([O:7][CH3:8])=[O:6], predict the reactants needed to synthesize it. The reactants are: [C:1](OC)(=[O:9])[CH:2]([CH2:4][C:5]([O:7][CH3:8])=[O:6])[OH:3].C(O)C(O)CCO. (6) Given the product [Br:6][C:7]1([C:8]([OH:10])=[O:9])[CH2:11][CH:2]2[O:1][CH:5]1[CH:4]=[CH:3]2, predict the reactants needed to synthesize it. The reactants are: [O:1]1[CH:5]=[CH:4][CH:3]=[CH:2]1.[Br:6][C:7](=[CH2:11])[C:8]([OH:10])=[O:9].B.O1CCCC1.O.